Dataset: Forward reaction prediction with 1.9M reactions from USPTO patents (1976-2016). Task: Predict the product of the given reaction. Given the reactants [CH3:1][O:2][CH:3]([O:7][CH3:8])[C:4](=[O:6])[CH3:5].CO[CH:11](OC)[N:12]([CH3:14])[CH3:13], predict the reaction product. The product is: [CH3:11][N:12]([CH3:14])/[CH:13]=[CH:5]/[C:4](=[O:6])[CH:3]([O:7][CH3:8])[O:2][CH3:1].